Binary Classification. Given a drug SMILES string, predict its activity (active/inactive) in a high-throughput screening assay against a specified biological target. From a dataset of Cav3 T-type calcium channel HTS with 100,875 compounds. (1) The compound is Clc1cn(C(C(=O)N2CCC(CC2)C(=O)NC(C)C)C(=O)c2ccccc2)c(=O)cc1. The result is 0 (inactive). (2) The molecule is O=C/1N(c2cc(c(cc2)C)C)C(=O)NC(=O)C1=C\NC1C(N)CCCC1. The result is 0 (inactive). (3) The compound is Brc1ccc(S(=O)(=O)NC2CCCCC2)cc1. The result is 0 (inactive). (4) The drug is Oc1c([nH]c2c(ccc(c2)C(=O)NCCC)c1=O)C. The result is 0 (inactive). (5) The molecule is S(=O)(=O)(NCC(C)C)c1ccc(cc1)C(=O)Nc1cc2OCCOc2cc1. The result is 0 (inactive). (6) The drug is s1c(C(=O)N2C(CCC2)C(O)=O)ccc1C#CC(O)(C)C. The result is 0 (inactive). (7) The molecule is s1c(c2sccc2)cnc1Nc1c(OC)cccc1. The result is 0 (inactive). (8) The compound is s1c(CNC(=O)CC2C3CC(C2)CC3)ccc1. The result is 0 (inactive).